From a dataset of Reaction yield outcomes from USPTO patents with 853,638 reactions. Predict the reaction yield, written as a fraction of the theoretical maximum amount of product (1.0 means a 100% yield; for example, 0.34 means a 34% yield). (1) The reactants are [C:1]([C:3]1[C:4]([S:13][CH3:14])=[N:5][C:6]([OH:12])=[C:7]([CH:11]=1)C(O)=O)#[N:2].C1CCCCC1. The catalyst is C1(OC2C=CC=CC=2)C=CC=CC=1. The product is [OH:12][C:6]1[CH:7]=[CH:11][C:3]([C:1]#[N:2])=[C:4]([S:13][CH3:14])[N:5]=1. The yield is 0.600. (2) The yield is 0.360. The reactants are [NH2:1][C:2]1[CH:7]=[CH:6][C:5]([S:8]([N:11]2[CH2:16][CH2:15][CH:14]([N:17]3[CH2:22][CH2:21][CH:20]([CH2:23][CH2:24][OH:25])[CH2:19][CH2:18]3)[CH2:13][CH2:12]2)(=[O:10])=[O:9])=[CH:4][CH:3]=1.Cl.N([O-])=O.[Na+].[N-:31]=[N+:32]=[N-].[Na+]. The catalyst is O.CN(C=O)C.C1COCC1. The product is [N:1]([C:2]1[CH:3]=[CH:4][C:5]([S:8]([N:11]2[CH2:16][CH2:15][CH:14]([N:17]3[CH2:22][CH2:21][CH:20]([CH2:23][CH2:24][OH:25])[CH2:19][CH2:18]3)[CH2:13][CH2:12]2)(=[O:10])=[O:9])=[CH:6][CH:7]=1)=[N+:31]=[N-:32]. (3) The reactants are [Br:1][C:2]1[CH:8]=[CH:7][CH:6]=[CH:5][C:3]=1[NH2:4].Cl.[N:10]([O-])=O.[Na+].C([O-])(=O)C.[Na+].[C:19]([CH2:21][C:22]([NH2:24])=[O:23])#[N:20]. The catalyst is O.CCO. The product is [NH2:24][C:22](=[O:23])/[C:21](/[C:19]#[N:20])=[N:10]/[NH:4][C:3]1[CH:5]=[CH:6][CH:7]=[CH:8][C:2]=1[Br:1]. The yield is 0.530. (4) The product is [CH:14]1([NH:1][N:2]2[C:11]3[C:6](=[CH:7][CH:8]=[CH:9][CH:10]=3)[C:5]([OH:12])=[CH:4][C:3]2=[O:13])[CH2:17][CH2:16][CH2:15]1. The yield is 0.600. The reactants are [NH2:1][N:2]1[C:11]2[C:6](=[CH:7][CH:8]=[CH:9][CH:10]=2)[C:5]([OH:12])=[CH:4][C:3]1=[O:13].[C:14]1(=O)[CH2:17][CH2:16][CH2:15]1.C(O)(=O)C.C([BH3-])#N.[Na+]. The catalyst is CO.